Dataset: Reaction yield outcomes from USPTO patents with 853,638 reactions. Task: Predict the reaction yield, written as a fraction of the theoretical maximum amount of product (1.0 means a 100% yield; for example, 0.34 means a 34% yield). (1) The reactants are [N:1]1([C:6]([C:8]2[C:9]([CH3:16])=[C:10]([CH:14]=O)[NH:11][C:12]=2[CH3:13])=[O:7])[CH:5]=[CH:4]N=[CH:2]1.[O:17]1[CH2:22][CH2:21][N:20]([CH:23]2[CH2:28]CNCC2)[CH2:19][CH2:18]1.[F:29][C:30]1[CH:31]=[C:32]2[C:36](=[CH:37][CH:38]=1)[NH:35][C:34](=[O:39])[CH2:33]2. The catalyst is C1COCC1. The product is [CH3:16][C:9]1[C:8]([C:6]([N:1]2[CH2:2][CH2:28][CH:23]([N:20]3[CH2:19][CH2:18][O:17][CH2:22][CH2:21]3)[CH2:4][CH2:5]2)=[O:7])=[C:12]([CH3:13])[NH:11][C:10]=1/[CH:14]=[C:33]1\[C:34](=[O:39])[NH:35][C:36]2[C:32]\1=[CH:31][C:30]([F:29])=[CH:38][CH:37]=2. The yield is 0.680. (2) The reactants are [Br:1][C:2]1[CH:3]=[CH:4][C:5]([O:22][CH3:23])=[C:6]([S:8]([NH:11][C:12]2[CH:13]=[N:14][C:15]3[C:20]([CH:21]=2)=[CH:19][CH:18]=[CH:17][CH:16]=3)(=[O:10])=[O:9])[CH:7]=1.[C:24]([O-])([O-])=O.[K+].[K+].[I-].C. The catalyst is C1COCC1. The product is [Br:1][C:2]1[CH:3]=[CH:4][C:5]([O:22][CH3:23])=[C:6]([S:8]([N:11]([CH3:24])[C:12]2[CH:13]=[N:14][C:15]3[C:20]([CH:21]=2)=[CH:19][CH:18]=[CH:17][CH:16]=3)(=[O:9])=[O:10])[CH:7]=1. The yield is 0.140. (3) The reactants are [CH3:1][C:2]1[C:6]([CH2:7][N:8]2[CH:12]=[C:11]([N:13]3[C:17](=[O:18])[CH2:16][NH:15][C:14]3=[O:19])[CH:10]=[N:9]2)=[C:5]([CH3:20])[O:4][N:3]=1.[Cl:21][C:22]1[CH:30]=[CH:29][CH:28]=[CH:27][C:23]=1[CH2:24][CH2:25]Br. No catalyst specified. The product is [Cl:21][C:22]1[CH:30]=[CH:29][CH:28]=[CH:27][C:23]=1[CH2:24][CH2:25][N:15]1[CH2:16][C:17](=[O:18])[N:13]([C:11]2[CH:10]=[N:9][N:8]([CH2:7][C:6]3[C:2]([CH3:1])=[N:3][O:4][C:5]=3[CH3:20])[CH:12]=2)[C:14]1=[O:19]. The yield is 0.250. (4) The reactants are [Li]CCCC.C(NC(C)C)(C)C.[Li+].CC([N-]C(C)C)C.[CH3:21][O:22][N:23]([CH3:40])[C:24]([C:26]1[CH:27]=[N:28][N:29]([CH2:31][C:32]2[CH:37]=[CH:36][C:35]([O:38][CH3:39])=[CH:34][CH:33]=2)[CH:30]=1)=[O:25].[Cl:41]C(Cl)(Cl)C(Cl)(Cl)Cl. The catalyst is C1COCC1. The product is [Cl:41][C:27]1[C:26]([C:24]([N:23]([O:22][CH3:21])[CH3:40])=[O:25])=[CH:30][N:29]([CH2:31][C:32]2[CH:37]=[CH:36][C:35]([O:38][CH3:39])=[CH:34][CH:33]=2)[N:28]=1. The yield is 0.420. (5) The reactants are [F:1][C:2]1[CH:19]=[C:18]([N+:20]([O-])=O)[C:17]([F:23])=[CH:16][C:3]=1[O:4][C:5]1[CH:10]=[CH:9][N:8]=[C:7]([NH:11][C:12](=[O:15])[CH2:13][CH3:14])[CH:6]=1.[NH4+].[Cl-]. The catalyst is CCO.O.[Fe]. The product is [NH2:20][C:18]1[C:17]([F:23])=[CH:16][C:3]([O:4][C:5]2[CH:10]=[CH:9][N:8]=[C:7]([NH:11][C:12](=[O:15])[CH2:13][CH3:14])[CH:6]=2)=[C:2]([F:1])[CH:19]=1. The yield is 0.705.